This data is from Catalyst prediction with 721,799 reactions and 888 catalyst types from USPTO. The task is: Predict which catalyst facilitates the given reaction. (1) Reactant: [CH3:1][Si]([N-][Si](C)(C)C)(C)C.[K+].C([N:18]1[CH2:25][CH:24]2[CH:20]([C:21](=O)[C:22]3[C:28]([CH3:29])=C[S:26][C:23]=32)[CH2:19]1)C1C=CC=CC=1.[CH2:31]([Cl:33])Cl. Product: [Cl:33][C:31]1[S:26][C:23]2[CH:24]3[CH:20]([CH:21]([CH3:1])[C:22]=2[C:28]=1[CH3:29])[CH2:19][NH:18][CH2:25]3. The catalyst class is: 307. (2) Product: [C:28]1([C:6]2[CH:7]=[C:8]3[C:13](=[C:4]([C:2]([NH2:1])=[O:3])[CH:5]=2)[N:12]=[CH:11][N:10]=[C:9]3[NH:14][C@H:15]2[CH2:20][CH2:19][CH2:18][NH:17][CH2:16]2)[CH:29]=[CH:30][CH:31]=[CH:32][CH:33]=1. Reactant: [NH2:1][C:2]([C:4]1[CH:5]=[C:6]([C:28]2[CH:33]=[CH:32][CH:31]=[CH:30][CH:29]=2)[CH:7]=[C:8]2[C:13]=1[N:12]=[CH:11][N:10]=[C:9]2[NH:14][C@H:15]1[CH2:20][CH2:19][CH2:18][N:17](C(OC(C)(C)C)=O)[CH2:16]1)=[O:3].Cl. The catalyst class is: 5. (3) Reactant: [F:1][C:2]1[CH:7]=[CH:6][C:5]([N:8]2[C:16]3[CH2:15][CH2:14][CH2:13][NH:12][C:11]=3[CH:10]=[N:9]2)=[CH:4][CH:3]=1.[F:17][C:18]([F:33])([F:32])[C:19]1[C:27]2[CH2:26][CH2:25][CH2:24][CH2:23][C:22]=2[N:21]([CH2:28][C:29](O)=[O:30])[N:20]=1.CCN(CC)CC.CN(C(ON1N=NC2C=CC=NC1=2)=[N+](C)C)C.F[P-](F)(F)(F)(F)F. Product: [F:1][C:2]1[CH:3]=[CH:4][C:5]([N:8]2[C:16]3[CH2:15][CH2:14][CH2:13][N:12]([C:29](=[O:30])[CH2:28][N:21]4[C:22]5[CH2:23][CH2:24][CH2:25][CH2:26][C:27]=5[C:19]([C:18]([F:32])([F:17])[F:33])=[N:20]4)[C:11]=3[CH:10]=[N:9]2)=[CH:6][CH:7]=1. The catalyst class is: 3. (4) Reactant: [C:1]([C:3]1[CH:4]=[C:5]([NH:9][C:10]2[C:19]3[C:14](=[CH:15][C:16]([O:30][CH3:31])=[C:17]([O:20][CH2:21][CH2:22][CH2:23][N:24]4[CH2:29][CH2:28][O:27][CH2:26][CH2:25]4)[CH:18]=3)[N:13]=[CH:12][N:11]=2)[CH:6]=[CH:7][CH:8]=1)#[CH:2]. Product: [CH2:1]([C:3]1[CH:4]=[C:5]([NH:9][C:10]2[C:19]3[C:14](=[CH:15][C:16]([O:30][CH3:31])=[C:17]([O:20][CH2:21][CH2:22][CH2:23][N:24]4[CH2:25][CH2:26][O:27][CH2:28][CH2:29]4)[CH:18]=3)[N:13]=[CH:12][N:11]=2)[CH:6]=[CH:7][CH:8]=1)[CH3:2]. The catalyst class is: 13.